Dataset: Forward reaction prediction with 1.9M reactions from USPTO patents (1976-2016). Task: Predict the product of the given reaction. (1) Given the reactants [CH3:1][C:2]1([C:7]2[O:11][C:10]([CH2:12][N:13]3[CH:17]=[CH:16][C:15]([NH2:18])=[N:14]3)=[CH:9][CH:8]=2)[O:6]CCO1.[C:19]1(/[CH:25]=[CH:26]/[C:27](O)=[O:28])[CH:24]=[CH:23][CH:22]=[CH:21][CH:20]=1, predict the reaction product. The product is: [C:2]([C:7]1[O:11][C:10]([CH2:12][N:13]2[CH:17]=[CH:16][C:15]([NH:18][C:27](=[O:28])/[CH:26]=[CH:25]/[C:19]3[CH:24]=[CH:23][CH:22]=[CH:21][CH:20]=3)=[N:14]2)=[CH:9][CH:8]=1)(=[O:6])[CH3:1]. (2) Given the reactants [N:1]([C:4](=[CH:10][C:11]1[N:12]([C:16]2[CH:21]=[CH:20][C:19]([Br:22])=[CH:18][CH:17]=2)[CH:13]=[N:14][CH:15]=1)[C:5]([O:7][CH2:8][CH3:9])=[O:6])=[N+]=[N-], predict the reaction product. The product is: [Br:22][C:19]1[CH:20]=[CH:21][C:16]([N:12]2[C:11]3[CH:10]=[C:4]([C:5]([O:7][CH2:8][CH3:9])=[O:6])[NH:1][C:15]=3[N:14]=[CH:13]2)=[CH:17][CH:18]=1. (3) Given the reactants FC(F)(F)C(O)=O.C(OC([N:15]1[CH2:20][CH2:19][CH:18]([NH:21][C:22]2[C:27]([NH:28][C:29](=[O:36])[CH2:30][CH:31]3[CH2:35][CH2:34][CH2:33][CH2:32]3)=[CH:26][N:25]=[C:24]3[N:37]([S:40]([C:43]4[CH:48]=[CH:47][CH:46]=[CH:45][CH:44]=4)(=[O:42])=[O:41])[CH:38]=[CH:39][C:23]=23)[CH2:17][CH2:16]1)=O)(C)(C)C.[C:49](#[N:52])[CH:50]=[CH2:51], predict the reaction product. The product is: [C:43]1([S:40]([N:37]2[C:24]3=[N:25][CH:26]=[C:27]([NH:28][C:29](=[O:36])[CH2:30][CH:31]4[CH2:32][CH2:33][CH2:34][CH2:35]4)[C:22]([NH:21][CH:18]4[CH2:19][CH2:20][N:15]([CH2:51][CH2:50][C:49]#[N:52])[CH2:16][CH2:17]4)=[C:23]3[CH:39]=[CH:38]2)(=[O:41])=[O:42])[CH:48]=[CH:47][CH:46]=[CH:45][CH:44]=1. (4) The product is: [CH3:12][C:7]([CH3:13])([CH2:8][C:9]([O:11][C@H:16]1[CH2:33][CH2:32][C@@:31]2([CH3:34])[C@@H:18]([CH2:19][CH2:20][C@:21]3([CH3:53])[C@@H:30]2[CH2:29][CH2:28][C@H:27]2[C@@:22]3([CH3:52])[CH2:23][CH2:24][C@@:25]3([CH2:42][CH2:43][NH:44][C:45]([O:46][C:47]([CH3:50])([CH3:49])[CH3:48])=[O:51])[CH2:37][C:36](=[O:38])[C:35]([CH:39]([CH3:40])[CH3:41])=[C:26]32)[C:17]1([CH3:55])[CH3:54])=[O:10])[C:6]([O:5][C:1]([CH3:4])([CH3:2])[CH3:3])=[O:14]. Given the reactants [C:1]([O:5][C:6](=[O:14])[C:7]([CH3:13])([CH3:12])[CH2:8][C:9]([OH:11])=[O:10])([CH3:4])([CH3:3])[CH3:2].O[C@H:16]1[CH2:33][CH2:32][C@@:31]2([CH3:34])[C@@H:18]([CH2:19][CH2:20][C@:21]3([CH3:53])[C@@H:30]2[CH2:29][CH2:28][C@H:27]2[C@@:22]3([CH3:52])[CH2:23][CH2:24][C@@:25]3([CH2:42][CH2:43][NH:44][C:45](=[O:51])[O:46][C:47]([CH3:50])([CH3:49])[CH3:48])[CH2:37][C:36](=[O:38])[C:35]([CH:39]([CH3:41])[CH3:40])=[C:26]32)[C:17]1([CH3:55])[CH3:54].[NH4+].[Cl-].CC(=O)OCC, predict the reaction product. (5) Given the reactants Cl[C:2]1[C:11]2[C:6](=[CH:7][CH:8]=[C:9]([F:12])[CH:10]=2)[N:5]=[CH:4][CH:3]=1.[C:13]([N:20]1[CH2:25][CH2:24][NH:23][CH2:22][CH2:21]1)([O:15][C:16]([CH3:19])([CH3:18])[CH3:17])=[O:14].CCN(C(C)C)C(C)C, predict the reaction product. The product is: [F:12][C:9]1[CH:10]=[C:11]2[C:6](=[CH:7][CH:8]=1)[N:5]=[CH:4][CH:3]=[C:2]2[N:23]1[CH2:22][CH2:21][N:20]([C:13]([O:15][C:16]([CH3:19])([CH3:18])[CH3:17])=[O:14])[CH2:25][CH2:24]1.